This data is from Reaction yield outcomes from USPTO patents with 853,638 reactions. The task is: Predict the reaction yield, written as a fraction of the theoretical maximum amount of product (1.0 means a 100% yield; for example, 0.34 means a 34% yield). (1) The reactants are [CH3:1][O:2][C:3]1[CH:8]=[CH:7][C:6]([CH2:9][N:10]2[C:15](=[O:16])[C:14]([CH2:17][CH2:18][C:19](OCCCC)=[O:20])=[CH:13][C:12](=[O:26])[NH:11]2)=[CH:5][CH:4]=1.[H-].[Al+3].[Li+].[H-].[H-].[H-].Cl. The catalyst is C1COCC1. The product is [OH:20][CH2:19][CH2:18][CH2:17][C:14]1[C:15](=[O:16])[N:10]([CH2:9][C:6]2[CH:5]=[CH:4][C:3]([O:2][CH3:1])=[CH:8][CH:7]=2)[NH:11][C:12](=[O:26])[CH:13]=1. The yield is 0.670. (2) The reactants are [C:1]([O:5][C:6]([N:8]([CH3:22])[CH:9]([CH3:21])[C:10]([NH:12][CH:13]([C:17]([CH3:20])([CH3:19])[CH3:18])[C:14]([OH:16])=O)=[O:11])=[O:7])([CH3:4])([CH3:3])[CH3:2].[CH:23]1([NH:33][C:34]([CH:36]2[CH2:40][CH2:39][CH:38]([C:41]3[CH:46]=[CH:45][CH:44]=[CH:43][CH:42]=3)[NH:37]2)=[O:35])[C:32]2[C:27](=[CH:28][CH:29]=[CH:30][CH:31]=2)[CH2:26][CH2:25][CH2:24]1.Cl.C(N=C=NCCCN(C)C)C.O.ON1C2C=CC=CC=2N=N1.CN1CCOCC1. The catalyst is O1CCCC1.O.CN1CCCC1=O. The product is [C:1]([O:5][C:6](=[O:7])[N:8]([CH:9]([C:10](=[O:11])[NH:12][CH:13]([C:14]([N:37]1[CH:36]([C:34](=[O:35])[NH:33][CH:23]2[C:32]3[C:27](=[CH:28][CH:29]=[CH:30][CH:31]=3)[CH2:26][CH2:25][CH2:24]2)[CH2:40][CH2:39][CH:38]1[C:41]1[CH:46]=[CH:45][CH:44]=[CH:43][CH:42]=1)=[O:16])[C:17]([CH3:20])([CH3:19])[CH3:18])[CH3:21])[CH3:22])([CH3:2])([CH3:3])[CH3:4]. The yield is 0.340. (3) The reactants are [CH3:1][N:2]1[C:6]([CH3:7])=[C:5]([CH:8]=O)[CH:4]=[N:3]1.[NH:10]1[CH2:15][CH2:14][CH:13]([C:16]2[CH:38]=[CH:37][C:19]([C:20]([NH:22][C:23]3[CH:28]=[CH:27][CH:26]=[CH:25][C:24]=3[NH:29][C:30](=[O:36])[O:31][C:32]([CH3:35])([CH3:34])[CH3:33])=[O:21])=[CH:18][CH:17]=2)[CH2:12][CH2:11]1.C(O)(=O)C.C(O[BH-](OC(=O)C)OC(=O)C)(=O)C.[Na+].C(=O)(O)[O-].[Na+]. The catalyst is ClCCl. The product is [CH3:1][N:2]1[C:6]([CH3:7])=[C:5]([CH2:8][N:10]2[CH2:15][CH2:14][CH:13]([C:16]3[CH:38]=[CH:37][C:19]([C:20]([NH:22][C:23]4[CH:28]=[CH:27][CH:26]=[CH:25][C:24]=4[NH:29][C:30](=[O:36])[O:31][C:32]([CH3:34])([CH3:35])[CH3:33])=[O:21])=[CH:18][CH:17]=3)[CH2:12][CH2:11]2)[CH:4]=[N:3]1. The yield is 0.840.